The task is: Predict the reactants needed to synthesize the given product.. This data is from Full USPTO retrosynthesis dataset with 1.9M reactions from patents (1976-2016). (1) Given the product [O:1]1[C:6]2[CH:7]=[CH:8][CH:9]=[CH:10][C:5]=2[O:4][CH2:3][C@@H:2]1[CH2:11][N:12]1[CH2:17][CH2:16][CH2:15][C@@:14]([CH2:19][O:20][CH2:23][CH2:22][O:21][CH3:26])([CH3:18])[CH2:13]1, predict the reactants needed to synthesize it. The reactants are: [O:1]1[C:6]2[CH:7]=[CH:8][CH:9]=[CH:10][C:5]=2[O:4][CH2:3][C@@H:2]1[CH2:11][N:12]1[CH2:17][CH2:16][CH2:15][C@@:14]([CH2:19][OH:20])([CH3:18])[CH2:13]1.[O:21]1[C:26]2C=CC=CC=2O[CH2:23][CH:22]1CN1CCC[C:23]([CH2:22][O:21][CH3:26])(C)C1.BrCCOC. (2) Given the product [ClH:44].[ClH:44].[N+:17]([C:14]1[CH:15]=[CH:16][C:11]([CH2:10][CH2:9][CH2:8][NH:7][CH2:20][CH2:21][NH:22][S:23]([C:26]2[C:27]3[CH:28]=[CH:29][N:30]=[CH:31][C:32]=3[CH:33]=[C:34]([C:36]3[CH:37]=[CH:38][C:39]([OH:42])=[CH:40][CH:41]=3)[CH:35]=2)(=[O:25])=[O:24])=[CH:12][CH:13]=1)([O-:19])=[O:18], predict the reactants needed to synthesize it. The reactants are: C(OC(=O)[N:7]([CH2:20][CH2:21][NH:22][S:23]([C:26]1[C:27]2[CH:28]=[CH:29][N:30]=[CH:31][C:32]=2[CH:33]=[C:34]([C:36]2[CH:41]=[CH:40][C:39]([OH:42])=[CH:38][CH:37]=2)[CH:35]=1)(=[O:25])=[O:24])[CH2:8][CH2:9][CH2:10][C:11]1[CH:16]=[CH:15][C:14]([N+:17]([O-:19])=[O:18])=[CH:13][CH:12]=1)(C)(C)C.[ClH:44]. (3) Given the product [I:14][C:11]1[C:10]([NH2:13])=[N:9][N:8]([C:3]2[CH:4]=[CH:5][CH:6]=[CH:7][C:2]=2[Cl:1])[CH:12]=1, predict the reactants needed to synthesize it. The reactants are: [Cl:1][C:2]1[CH:7]=[CH:6][CH:5]=[CH:4][C:3]=1[N:8]1[CH:12]=[CH:11][C:10]([NH2:13])=[N:9]1.[I:14]N1C(=O)CCC1=O. (4) Given the product [O:23]=[C:22]1[C:21]([C:15]2[CH:20]=[CH:19][CH:18]=[CH:17][CH:16]=2)=[CH:26][C:25](=[O:24])[N:1]1[CH2:2][CH:3]([C:9]1([CH3:14])[O:10][CH2:11][CH2:12][O:13]1)[C:4]([O:6][CH2:7][CH3:8])=[O:5], predict the reactants needed to synthesize it. The reactants are: [NH2:1][CH2:2][CH:3]([C:9]1([CH3:14])[O:13][CH2:12][CH2:11][O:10]1)[C:4]([O:6][CH2:7][CH3:8])=[O:5].[C:15]1([C:21]2[C:22]([O:24][C:25](=O)[CH:26]=2)=[O:23])[CH:20]=[CH:19][CH:18]=[CH:17][CH:16]=1. (5) Given the product [CH3:1][O:2][C:3](=[O:4])[CH2:5][CH:6]1[CH2:15][C:14]2[C:9](=[CH:10][C:11]([C:16](=[O:18])[NH:53][CH2:52][CH2:51][CH2:50][NH:49][C:48]([O:47][C:43]([CH3:46])([CH3:45])[CH3:44])=[O:54])=[CH:12][CH:13]=2)[NH:8][C:7]1=[O:19], predict the reactants needed to synthesize it. The reactants are: [CH3:1][O:2][C:3]([CH2:5][CH:6]1[CH2:15][C:14]2[C:9](=[CH:10][C:11]([C:16]([OH:18])=O)=[CH:12][CH:13]=2)[NH:8][C:7]1=[O:19])=[O:4].O.ON1C2C=CC=CC=2N=N1.Cl.CN(C)CCCN=C=NCC.[C:43]([O:47][C:48](=[O:54])[NH:49][CH2:50][CH2:51][CH2:52][NH2:53])([CH3:46])([CH3:45])[CH3:44]. (6) Given the product [Cl:1][C:2]1[CH:7]=[CH:6][C:5]([NH:8][CH2:9][CH2:10][CH2:11][NH:12][C:20](=[O:21])[C:19]2[CH:23]=[C:24]([C:26]([F:27])([F:28])[F:29])[CH:25]=[C:17]([C:16]([F:15])([F:30])[F:31])[CH:18]=2)=[CH:4][C:3]=1[O:13][CH3:14], predict the reactants needed to synthesize it. The reactants are: [Cl:1][C:2]1[CH:7]=[CH:6][C:5]([NH:8][CH2:9][CH2:10][CH2:11][NH2:12])=[CH:4][C:3]=1[O:13][CH3:14].[F:15][C:16]([F:31])([F:30])[C:17]1[CH:18]=[C:19]([CH:23]=[C:24]([C:26]([F:29])([F:28])[F:27])[CH:25]=1)[C:20](O)=[O:21].O.ON1C2C=CC=CC=2N=N1.Cl.CN(C)CCCN=C=NCC.C(N(CC)C(C)C)(C)C. (7) Given the product [F:9][C:10]1[CH:15]=[C:14]([C:49]2[CH2:53][N:52]([C:54]([O:56][C:57]([CH3:60])([CH3:59])[CH3:58])=[O:55])[C@H:51]([C:61]([O:63][CH3:64])=[O:62])[CH:50]=2)[CH:13]=[CH:12][C:11]=1[C:25]1[S:26][C:27]2[C:32]([N:33]=1)=[CH:31][CH:30]=[C:29]([C:34]1([C:37]3[CH:42]=[CH:41][CH:40]=[CH:39][CH:38]=3)[CH2:35][CH2:36]1)[N:28]=2, predict the reactants needed to synthesize it. The reactants are: P([O-])([O-])([O-])=O.[K+].[K+].[K+].[F:9][C:10]1[CH:15]=[C:14](B2OC(C)(C)C(C)(C)O2)[CH:13]=[CH:12][C:11]=1[C:25]1[S:26][C:27]2[C:32]([N:33]=1)=[CH:31][CH:30]=[C:29]([C:34]1([C:37]3[CH:42]=[CH:41][CH:40]=[CH:39][CH:38]=3)[CH2:36][CH2:35]1)[N:28]=2.FC(F)(F)S(O[C:49]1[CH2:53][N:52]([C:54]([O:56][C:57]([CH3:60])([CH3:59])[CH3:58])=[O:55])[C@H:51]([C:61]([O:63][CH3:64])=[O:62])[CH:50]=1)(=O)=O.